Dataset: Forward reaction prediction with 1.9M reactions from USPTO patents (1976-2016). Task: Predict the product of the given reaction. (1) Given the reactants [Cl:1][C:2]1[N:7]=[C:6]([C:8]2[CH:13]=[CH:12][C:11]([Cl:14])=[CH:10][CH:9]=2)[C:5]([C:15]2[CH:20]=[CH:19][C:18]([Cl:21])=[CH:17][CH:16]=2)=[C:4]([NH:22][NH2:23])[N:3]=1.Cl[C:25](Cl)([O:27]C(=O)OC(Cl)(Cl)Cl)Cl, predict the reaction product. The product is: [Cl:1][C:2]1[N:3]2[C:25](=[O:27])[NH:23][N:22]=[C:4]2[C:5]([C:15]2[CH:20]=[CH:19][C:18]([Cl:21])=[CH:17][CH:16]=2)=[C:6]([C:8]2[CH:13]=[CH:12][C:11]([Cl:14])=[CH:10][CH:9]=2)[N:7]=1. (2) Given the reactants Br[CH2:2][C:3]1[CH:8]=[CH:7][CH:6]=[CH:5][C:4]=1[Cl:9].[N-:10]=[N+:11]=[N-:12].[Na+], predict the reaction product. The product is: [N:10]([CH2:2][C:3]1[CH:8]=[CH:7][CH:6]=[CH:5][C:4]=1[Cl:9])=[N+:11]=[N-:12]. (3) The product is: [Cl:1][C:2]1[C:7]([CH2:8][C:9](=[NH:10])[O:13][CH2:11][CH3:12])=[CH:6][CH:5]=[CH:4][N:3]=1. Given the reactants [Cl:1][C:2]1[C:7]([CH2:8][C:9]#[N:10])=[CH:6][CH:5]=[CH:4][N:3]=1.[CH2:11]([OH:13])[CH3:12].Cl, predict the reaction product. (4) Given the reactants [Cl-].[NH4+].[CH3:3][O:4][C:5](=[O:35])[C:6]1[CH:11]=[C:10]([O:12][C:13]2[CH:18]=[CH:17][C:16]([N+:19]([O-])=O)=[C:15]([CH:22]=[CH2:23])[CH:14]=2)[CH:9]=[CH:8][C:7]=1[NH:24][S:25]([C:28]1[CH:33]=[CH:32][C:31]([CH3:34])=[CH:30][CH:29]=1)(=[O:27])=[O:26], predict the reaction product. The product is: [CH3:3][O:4][C:5](=[O:35])[C:6]1[CH:11]=[C:10]([O:12][C:13]2[CH:18]=[CH:17][C:16]([NH2:19])=[C:15]([CH:22]=[CH2:23])[CH:14]=2)[CH:9]=[CH:8][C:7]=1[NH:24][S:25]([C:28]1[CH:29]=[CH:30][C:31]([CH3:34])=[CH:32][CH:33]=1)(=[O:27])=[O:26]. (5) Given the reactants CO[C:3](=[O:25])[C:4]1[CH:9]=[CH:8][C:7]([O:10][CH2:11][C:12]2[C:13]([C:18]3[CH:23]=[CH:22][CH:21]=[C:20]([F:24])[CH:19]=3)=[N:14][O:15][C:16]=2[CH3:17])=[N:6][CH:5]=1.[NH2:26][CH:27]1[CH2:32][CH2:31][O:30][CH2:29][CH2:28]1, predict the reaction product. The product is: [F:24][C:20]1[CH:19]=[C:18]([C:13]2[C:12]([CH2:11][O:10][C:7]3[CH:8]=[CH:9][C:4]([C:3]([NH:26][CH:27]4[CH2:32][CH2:31][O:30][CH2:29][CH2:28]4)=[O:25])=[CH:5][N:6]=3)=[C:16]([CH3:17])[O:15][N:14]=2)[CH:23]=[CH:22][CH:21]=1. (6) Given the reactants [NH2:1][C:2]1[N:3]=[N:4][N:5]([CH2:7][CH3:8])[N:6]=1.[CH:9]1[C:19]2[CH:18]([C:20](Cl)=[O:21])[C:17]3[CH:23]=[CH:24][CH:25]=[CH:26][C:16]=3[CH2:15][O:14][C:13]=2[CH:12]=[CH:11][CH:10]=1, predict the reaction product. The product is: [CH2:7]([N:5]1[N:4]=[N:3][C:2]([NH:1][C:20]([CH:18]2[C:17]3[CH:23]=[CH:24][CH:25]=[CH:26][C:16]=3[CH2:15][O:14][C:13]3[CH:12]=[CH:11][CH:10]=[CH:9][C:19]2=3)=[O:21])=[N:6]1)[CH3:8]. (7) Given the reactants Cl[C:2]1[C:10]([CH2:11][CH3:12])=[CH:9][C:5]([C:6]([O-:8])=[O:7])=[C:4]([O:13][CH3:14])[N:3]=1.[CH3:15]C([O-])=O.[K+].Br[C:21]1[N:25]([CH3:26])[C:24]([CH:27]=[O:28])=[CH:23][CH:22]=1.C([O-])([O-])=O.[K+].[K+], predict the reaction product. The product is: [CH2:11]([C:10]1[C:2]([C:21]2[N:25]([CH3:26])[C:24]([CH:27]=[O:28])=[CH:23][CH:22]=2)=[N:3][C:4]([O:13][CH3:14])=[C:5]([CH:9]=1)[C:6]([O:8][CH3:15])=[O:7])[CH3:12].